This data is from Catalyst prediction with 721,799 reactions and 888 catalyst types from USPTO. The task is: Predict which catalyst facilitates the given reaction. (1) Reactant: [NH2:1][C:2]1[CH:3]=[C:4]([CH:21]=[CH:22][CH:23]=1)[O:5][C:6]1[CH:7]=[CH:8][C:9]2[N:10]([CH:12]=[C:13]([NH:15][C:16]([CH:18]3[CH2:20][CH2:19]3)=[O:17])[N:14]=2)[N:11]=1.[CH3:24][N:25]1[CH2:32][CH2:31][CH2:30][C@H:26]1[C:27](O)=[O:28].OC1C2N=NNC=2C=CC=1.C(N(CC)C(C)C)(C)C.C(=O)([O-])O.[Na+]. Product: [CH:18]1([C:16]([NH:15][C:13]2[N:14]=[C:9]3[CH:8]=[CH:7][C:6]([O:5][C:4]4[CH:3]=[C:2]([NH:1][C:27](=[O:28])[C@@H:26]5[CH2:30][CH2:31][CH2:32][N:25]5[CH3:24])[CH:23]=[CH:22][CH:21]=4)=[N:11][N:10]3[CH:12]=2)=[O:17])[CH2:20][CH2:19]1. The catalyst class is: 9. (2) Reactant: [H-].[Na+].[N:3]1[CH:8]=[CH:7][CH:6]=[C:5]([C:9]2[CH:10]=[C:11]3[C:15](=[CH:16][CH:17]=2)[NH:14][C:13](=[O:18])[CH2:12]3)[CH:4]=1.Cl[C:20]1[CH:25]=[CH:24][C:23]([CH2:26][N:27]2[CH2:32][CH2:31][O:30][CH2:29][CH2:28]2)=[CH:22][N+:21]=1[O-:33]. Product: [N:27]1([CH2:26][C:23]2[CH:24]=[CH:25][C:20]([C:12]3[C:11]4[C:15](=[CH:16][CH:17]=[C:9]([C:5]5[CH:4]=[N:3][CH:8]=[CH:7][CH:6]=5)[CH:10]=4)[NH:14][C:13]=3[OH:18])=[N+:21]([O-:33])[CH:22]=2)[CH2:32][CH2:31][O:30][CH2:29][CH2:28]1. The catalyst class is: 9. (3) Product: [Cl:1][C:2]1[CH:3]=[C:4]([CH:7]=[CH:8][CH:9]=1)[CH2:5][N:10]1[CH2:15][CH2:14][NH:13][CH2:12][CH2:11]1. The catalyst class is: 1. Reactant: [Cl:1][C:2]1[CH:3]=[C:4]([CH:7]=[CH:8][CH:9]=1)[CH2:5]Cl.[NH:10]1[CH2:15][CH2:14][NH:13][CH2:12][CH2:11]1. (4) Reactant: [NH:1]1[C:9]2[C:4](=[CH:5][C:6]([C:10]#[N:11])=[CH:7][CH:8]=2)[CH2:3][CH2:2]1.O=[C:13]1[CH2:17][CH2:16][N:15]([C:18]([O:20][C:21]([CH3:24])([CH3:23])[CH3:22])=[O:19])[CH2:14]1.CC(O)=O.[BH3-]C#N.[Na+]. Product: [C:10]([C:6]1[CH:5]=[C:4]2[C:9](=[CH:8][CH:7]=1)[N:1]([CH:17]1[CH2:13][CH2:14][N:15]([C:18]([O:20][C:21]([CH3:24])([CH3:23])[CH3:22])=[O:19])[CH2:16]1)[CH2:2][CH2:3]2)#[N:11]. The catalyst class is: 5. (5) Reactant: [Cl:1][C:2]1[CH:24]=[CH:23][C:5]([CH2:6][N:7]2[C:11]3=[N:12][CH:13]=[C:14]([O:16][CH3:17])[CH:15]=[C:10]3[CH:9]=[C:8]2[C:18](OCC)=[O:19])=[CH:4][CH:3]=1.[H-].[H-].[H-].[H-].[Li+].[Al+3].O. Product: [Cl:1][C:2]1[CH:24]=[CH:23][C:5]([CH2:6][N:7]2[C:11]3=[N:12][CH:13]=[C:14]([O:16][CH3:17])[CH:15]=[C:10]3[CH:9]=[C:8]2[CH2:18][OH:19])=[CH:4][CH:3]=1. The catalyst class is: 1. (6) Reactant: [CH3:1][O:2][C:3]1[CH:8]=[CH:7][C:6]([C:9](O)=[O:10])=[CH:5][C:4]=1[B:12]([OH:14])[OH:13].[CH3:15][NH:16][CH3:17].O1CCCC1.O.O.ON1C2C=CC=CC=2N=N1.Cl.C(N=C=NCCCN(C)C)C.C(=O)(O)[O-].[Na+]. Product: [CH3:1][O:2][C:3]1[CH:8]=[CH:7][C:6]([C:9](=[O:10])[N:16]([CH3:17])[CH3:15])=[CH:5][C:4]=1[B:12]([OH:14])[OH:13]. The catalyst class is: 9. (7) Reactant: [F-].C([N+](CCCC)(CCCC)CCCC)CCC.[Si]([O:26][C:27]1[CH:32]=[CH:31][C:30](/[C:33](/[C:40]2[N:45]=[C:44]([O:46][CH3:47])[C:43]([CH2:48][CH3:49])=[CH:42][CH:41]=2)=[CH:34]\[CH:35]2[CH2:39][CH2:38][CH2:37][CH2:36]2)=[CH:29][C:28]=1[Cl:50])(C(C)(C)C)(C)C.O.Cl. Product: [Cl:50][C:28]1[CH:29]=[C:30](/[C:33](/[C:40]2[CH:41]=[CH:42][C:43]([CH2:48][CH3:49])=[C:44]([O:46][CH3:47])[N:45]=2)=[CH:34]\[CH:35]2[CH2:36][CH2:37][CH2:38][CH2:39]2)[CH:31]=[CH:32][C:27]=1[OH:26]. The catalyst class is: 7.